This data is from Forward reaction prediction with 1.9M reactions from USPTO patents (1976-2016). The task is: Predict the product of the given reaction. (1) Given the reactants [NH:1]1[CH2:9][CH2:8][CH:4]([C:5]([NH2:7])=[O:6])[CH2:3][CH2:2]1.I[CH2:11][CH2:12][CH2:13][CH2:14][CH2:15][CH3:16].C(=O)([O-])[O-].[K+].[K+], predict the reaction product. The product is: [CH2:11]([N:1]1[CH2:9][CH2:8][CH:4]([C:5]([NH2:7])=[O:6])[CH2:3][CH2:2]1)[CH2:12][CH2:13][CH2:14][CH2:15][CH3:16]. (2) Given the reactants CON(C)[C:4]([C:6]1[N:7]=[CH:8][N:9]([C:11]2[CH:16]=[CH:15][CH:14]=[C:13]([C:17]3[C:18]([Cl:23])=[N:19][CH:20]=[CH:21][CH:22]=3)[CH:12]=2)[CH:10]=1)=[O:5].Br[C:26]1[CH:31]=[C:30]([CH3:32])[CH:29]=[CH:28][N:27]=1, predict the reaction product. The product is: [Cl:23][C:18]1[C:17]([C:13]2[CH:12]=[C:11]([N:9]3[CH:10]=[C:6]([C:4]([C:26]4[CH:31]=[C:30]([CH3:32])[CH:29]=[CH:28][N:27]=4)=[O:5])[N:7]=[CH:8]3)[CH:16]=[CH:15][CH:14]=2)=[CH:22][CH:21]=[CH:20][N:19]=1. (3) Given the reactants [Cl:1][C:2]1[CH:3]=[CH:4][C:5]([OH:17])=[C:6]([CH2:8][CH2:9][CH2:10][NH:11][CH2:12][C:13]([O:15][CH3:16])=[O:14])[CH:7]=1.C([O-])([O-])=O.[K+].[K+].[Cl:24][C:25]1[C:26](F)=[CH:27][C:28]([F:51])=[C:29]([S:31]([N:34]([CH2:40][C:41]2[CH:46]=[CH:45][C:44]([O:47][CH3:48])=[CH:43][C:42]=2[O:49][CH3:50])[C:35]2[S:36][CH:37]=[CH:38][N:39]=2)(=[O:33])=[O:32])[CH:30]=1.O, predict the reaction product. The product is: [Cl:1][C:2]1[CH:3]=[CH:4][C:5]([O:17][C:26]2[CH:27]=[C:28]([F:51])[C:29]([S:31](=[O:32])(=[O:33])[N:34]([CH2:40][C:41]3[CH:46]=[CH:45][C:44]([O:47][CH3:48])=[CH:43][C:42]=3[O:49][CH3:50])[C:35]3[S:36][CH:37]=[CH:38][N:39]=3)=[CH:30][C:25]=2[Cl:24])=[C:6]([CH2:8][CH2:9][CH2:10][NH:11][CH2:12][C:13]([O:15][CH3:16])=[O:14])[CH:7]=1. (4) Given the reactants Cl[C:2]1[CH:18]=[CH:17][C:5]([C:6]([NH:8][C:9]2[CH:14]=[CH:13][C:12]([CH3:15])=[C:11]([I:16])[CH:10]=2)=[O:7])=[CH:4][N:3]=1.C(N(C(C)C)CC)(C)C.[CH2:28]([O:30][C:31](=[O:44])[C:32]1[CH:37]=[CH:36][C:35]([N:38]2[CH2:43][CH2:42][NH:41][CH2:40][CH2:39]2)=[CH:34][CH:33]=1)[CH3:29], predict the reaction product. The product is: [CH2:28]([O:30][C:31](=[O:44])[C:32]1[CH:33]=[CH:34][C:35]([N:38]2[CH2:39][CH2:40][N:41]([C:2]3[CH:18]=[CH:17][C:5]([C:6](=[O:7])[NH:8][C:9]4[CH:14]=[CH:13][C:12]([CH3:15])=[C:11]([I:16])[CH:10]=4)=[CH:4][N:3]=3)[CH2:42][CH2:43]2)=[CH:36][CH:37]=1)[CH3:29].